The task is: Predict the reaction yield, written as a fraction of the theoretical maximum amount of product (1.0 means a 100% yield; for example, 0.34 means a 34% yield).. This data is from Reaction yield outcomes from USPTO patents with 853,638 reactions. (1) The reactants are C([O:7][CH2:8][CH2:9][O:10][C:11]1[CH:16]=[CH:15][C:14](/[C:17](/[C:28]2[CH:33]=[CH:32][CH:31]=[CH:30][CH:29]=2)=[C:18](\[C:22]2[CH:27]=[CH:26][CH:25]=[CH:24][CH:23]=2)/[CH2:19][CH2:20][Cl:21])=[CH:13][CH:12]=1)(=O)C(C)(C)C.CO.O.[OH-].[Na+]. The catalyst is C1COCC1. The product is [CH:25]1[CH:26]=[CH:27][C:22](/[C:18](/[CH2:19][CH2:20][Cl:21])=[C:17](\[C:14]2[CH:15]=[CH:16][C:11]([O:10][CH2:9][CH2:8][OH:7])=[CH:12][CH:13]=2)/[C:28]2[CH:29]=[CH:30][CH:31]=[CH:32][CH:33]=2)=[CH:23][CH:24]=1. The yield is 0.350. (2) The reactants are Br[CH2:2][C:3]([O:5][CH2:6][CH3:7])=[O:4].[F:8][CH:9]([F:25])/[C:10](=[N:18]\[S@:19]([C:21]([CH3:24])([CH3:23])[CH3:22])=[O:20])/[C:11]1[CH:16]=[CH:15][CH:14]=[CH:13][C:12]=1[F:17]. The catalyst is C1COCC1.[Cu]Cl.[Zn]. The product is [CH3:23][C:21]([CH3:24])([S@@:19]([NH:18][C@:10]([C:11]1[CH:16]=[CH:15][CH:14]=[CH:13][C:12]=1[F:17])([CH:9]([F:25])[F:8])[CH2:2][C:3]([O:5][CH2:6][CH3:7])=[O:4])=[O:20])[CH3:22]. The yield is 0.512. (3) The reactants are C(OC([NH:7][C@H:8]([CH:80]([CH3:82])[CH3:81])[C:9]([NH:11][C@H:12]([CH3:79])[C:13]([NH:15][C:16]1[CH:78]=[CH:77][C:19]([CH2:20][O:21][C:22]([N:24]2[C:30]3[CH:31]=[C:32]([O:37][CH2:38][CH2:39][CH2:40][O:41][C:42]4[C:43]([O:67][CH3:68])=[CH:44][C:45]5[C:51](=[O:52])[N:50]6[CH:53]=[C:54](/[CH:56]=[CH:57]/[CH3:58])[CH2:55][C@H:49]6[C@H:48](O)[N:47](C(OCC=C)=O)[C:46]=5[CH:66]=4)[C:33]([O:35][CH3:36])=[CH:34][C:29]=3[C:28](=[O:69])[N:27]3[CH:70]=[C:71](/[CH:73]=[CH:74]/[CH3:75])[CH2:72][C@H:26]3[C@@H:25]2[OH:76])=[O:23])=[CH:18][CH:17]=1)=[O:14])=[O:10])=O)C=C.N1CCCC1. The catalyst is C(Cl)Cl. The product is [OH:76][C@@H:25]1[N:24]([C:22]([O:21][CH2:20][C:19]2[CH:77]=[CH:78][C:16]([NH:15][C:13](=[O:14])[C@H:12]([NH:11][C:9](=[O:10])[C@H:8]([NH2:7])[CH:80]([CH3:81])[CH3:82])[CH3:79])=[CH:17][CH:18]=2)=[O:23])[C:30]2[CH:31]=[C:32]([O:37][CH2:38][CH2:39][CH2:40][O:41][C:42]3[C:43]([O:67][CH3:68])=[CH:44][C:45]4[C:51](=[O:52])[N:50]5[CH:53]=[C:54](/[CH:56]=[CH:57]/[CH3:58])[CH2:55][C@H:49]5[CH:48]=[N:47][C:46]=4[CH:66]=3)[C:33]([O:35][CH3:36])=[CH:34][C:29]=2[C:28](=[O:69])[N:27]2[CH:70]=[C:71](/[CH:73]=[CH:74]/[CH3:75])[CH2:72][C@@H:26]12. The yield is 1.00.